This data is from Peptide-MHC class I binding affinity with 185,985 pairs from IEDB/IMGT. The task is: Regression. Given a peptide amino acid sequence and an MHC pseudo amino acid sequence, predict their binding affinity value. This is MHC class I binding data. (1) The peptide sequence is NTISGNIYSA. The MHC is HLA-A02:06 with pseudo-sequence HLA-A02:06. The binding affinity (normalized) is 0.448. (2) The peptide sequence is QASQEVKNW. The MHC is HLA-A26:01 with pseudo-sequence HLA-A26:01. The binding affinity (normalized) is 0. (3) The binding affinity (normalized) is 0.127. The MHC is HLA-B27:05 with pseudo-sequence HLA-B27:05. The peptide sequence is KQNPDIVIY. (4) The peptide sequence is PGYRWMCLR. The MHC is Patr-A0301 with pseudo-sequence Patr-A0301. The binding affinity (normalized) is 0.288. (5) The peptide sequence is VPEFAKQYVL. The MHC is HLA-B51:01 with pseudo-sequence HLA-B51:01. The binding affinity (normalized) is 0.321. (6) The peptide sequence is VEMGIKNGP. The binding affinity (normalized) is 0.0847. The MHC is HLA-B35:01 with pseudo-sequence HLA-B35:01. (7) The peptide sequence is KTSLSNLLA. The MHC is HLA-B57:01 with pseudo-sequence HLA-B57:01. The binding affinity (normalized) is 0.0847.